Dataset: Retrosynthesis with 50K atom-mapped reactions and 10 reaction types from USPTO. Task: Predict the reactants needed to synthesize the given product. (1) Given the product CC(C)(C)C(=O)OCOC(=O)[C@H]1[C@@H]2[C@@H](Sc3nc[nH]n3)C[C@@](N)(C(=O)OCOC(=O)C(C)(C)C)[C@H]12, predict the reactants needed to synthesize it. The reactants are: CC(C)(C)OC(=O)N[C@@]1(C(=O)OCOC(=O)C(C)(C)C)C[C@H](Sc2nc[nH]n2)[C@H]2[C@H](C(=O)OCOC(=O)C(C)(C)C)[C@H]21. (2) Given the product COc1ccc(C(OC)C(=O)NCc2ccc(C#N)cc2)c(Cl)c1, predict the reactants needed to synthesize it. The reactants are: COc1ccc(C(OC)C(=O)O)c(Cl)c1.N#Cc1ccc(CN)cc1. (3) Given the product CCOC(=O)CN(C(C)=O)c1ccc(-c2cc(=O)c3c(N)c(F)cc(F)c3o2)cc1F, predict the reactants needed to synthesize it. The reactants are: CC(=O)Nc1ccc(-c2cc(=O)c3c(N)c(F)cc(F)c3o2)cc1F.CCOC(=O)CBr. (4) Given the product FC(F)(F)Oc1ccc(-c2cncc(Cl)n2)cc1, predict the reactants needed to synthesize it. The reactants are: Clc1cncc(Cl)n1.OB(O)c1ccc(OC(F)(F)F)cc1. (5) Given the product COC[C@H](C)Oc1cc(Oc2ccc(C(N)=O)cc2F)cc(-c2ccc(-c3nccs3)[nH]2)c1, predict the reactants needed to synthesize it. The reactants are: COC[C@H](C)Oc1cc(Oc2ccc(C(=O)O)cc2F)cc(-c2ccc(-c3nccs3)[nH]2)c1.On1nnc2ccccc21. (6) Given the product COc1ccccc1Cn1nc(OC(C)C)cc1CCCO, predict the reactants needed to synthesize it. The reactants are: CCOC(=O)CCc1cc(OC(C)C)nn1Cc1ccccc1OC.